From a dataset of Forward reaction prediction with 1.9M reactions from USPTO patents (1976-2016). Predict the product of the given reaction. Given the reactants [C:1]1([CH2:7][O:8][N:9]2[C:15](=[O:16])[N:14]3[CH2:17][C@H:10]2[CH2:11][CH2:12][C@H:13]3[C:18]([OH:20])=O)[CH:6]=[CH:5][CH:4]=[CH:3][CH:2]=1.C(N(CC)CC)C.[I-].ClC1C=CC=C[N+]=1C.[C:37]([NH:44][CH2:45][C:46]1[CH:52]=[CH:51][C:49]([NH2:50])=[CH:48][CH:47]=1)([O:39][C:40]([CH3:43])([CH3:42])[CH3:41])=[O:38], predict the reaction product. The product is: [C:40]([O:39][C:37](=[O:38])[NH:44][CH2:45][C:46]1[CH:47]=[CH:48][C:49]([NH:50][C:18]([C@@H:13]2[CH2:12][CH2:11][C@@H:10]3[CH2:17][N:14]2[C:15](=[O:16])[N:9]3[O:8][CH2:7][C:1]2[CH:2]=[CH:3][CH:4]=[CH:5][CH:6]=2)=[O:20])=[CH:51][CH:52]=1)([CH3:43])([CH3:41])[CH3:42].